Dataset: Peptide-MHC class I binding affinity with 185,985 pairs from IEDB/IMGT. Task: Regression. Given a peptide amino acid sequence and an MHC pseudo amino acid sequence, predict their binding affinity value. This is MHC class I binding data. (1) The peptide sequence is NRCFYVELI. The MHC is HLA-A29:02 with pseudo-sequence HLA-A29:02. The binding affinity (normalized) is 0.0122. (2) The peptide sequence is RVFDKADGK. The MHC is HLA-B46:01 with pseudo-sequence HLA-B46:01. The binding affinity (normalized) is 0.0847. (3) The peptide sequence is AENDDVRST. The MHC is HLA-B40:01 with pseudo-sequence HLA-B40:01. The binding affinity (normalized) is 0.133. (4) The peptide sequence is FLFPDTRYV. The MHC is HLA-A68:02 with pseudo-sequence HLA-A68:02. The binding affinity (normalized) is 0.591. (5) The peptide sequence is KTTLFHTFK. The MHC is HLA-A03:01 with pseudo-sequence HLA-A03:01. The binding affinity (normalized) is 0.633. (6) The peptide sequence is CPKIFNNNY. The MHC is HLA-B07:02 with pseudo-sequence HLA-B07:02. The binding affinity (normalized) is 0. (7) The peptide sequence is RPRQRGIPF. The MHC is HLA-A30:01 with pseudo-sequence HLA-A30:01. The binding affinity (normalized) is 0.440. (8) The MHC is HLA-A26:01 with pseudo-sequence HLA-A26:01. The binding affinity (normalized) is 0. The peptide sequence is EQRRSTIFDI. (9) The peptide sequence is FSGKEPISDY. The MHC is HLA-A68:01 with pseudo-sequence HLA-A68:01. The binding affinity (normalized) is 0. (10) The binding affinity (normalized) is 0.818. The MHC is H-2-Kk with pseudo-sequence H-2-Kk. The peptide sequence is TEMEKEGKI.